From a dataset of Full USPTO retrosynthesis dataset with 1.9M reactions from patents (1976-2016). Predict the reactants needed to synthesize the given product. (1) The reactants are: ClC1C=C(C=CC=1)C(OO)=[O:6].[C:12]([O:15][CH2:16][C:17]1[S:18][C:19]2[C:28]3[CH:27]=[CH:26][CH:25]=[CH:24][C:23]=3[N:22]=[CH:21][C:20]=2[N:29]=1)(=[O:14])[CH3:13]. Given the product [C:12]([O:15][CH2:16][C:17]1[S:18][C:19]2[C:28]3[CH:27]=[CH:26][CH:25]=[CH:24][C:23]=3[N+:22]([O-:6])=[CH:21][C:20]=2[N:29]=1)(=[O:14])[CH3:13], predict the reactants needed to synthesize it. (2) The reactants are: [CH3:1][N:2]([CH3:41])[C:3]1[N:8]=[CH:7][C:6]([C:9]2[CH:14]=[CH:13][C:12]([CH2:15][CH:16]3[C:25]4[C:20](=[CH:21][C:22]([O:26]CC5C=CC=CC=5)=[CH:23][CH:24]=4)[CH2:19][CH2:18][N:17]3[C:34]3[CH:39]=[CH:38][C:37]([F:40])=[CH:36][CH:35]=3)=[CH:11][CH:10]=2)=[CH:5][CH:4]=1.[B-](Br)(Br)(Br)[S+](C)C. Given the product [CH3:41][N:2]([CH3:1])[C:3]1[N:8]=[CH:7][C:6]([C:9]2[CH:10]=[CH:11][C:12]([CH2:15][CH:16]3[C:25]4[C:20](=[CH:21][C:22]([OH:26])=[CH:23][CH:24]=4)[CH2:19][CH2:18][N:17]3[C:34]3[CH:39]=[CH:38][C:37]([F:40])=[CH:36][CH:35]=3)=[CH:13][CH:14]=2)=[CH:5][CH:4]=1, predict the reactants needed to synthesize it.